Regression. Given a peptide amino acid sequence and an MHC pseudo amino acid sequence, predict their binding affinity value. This is MHC class I binding data. From a dataset of Peptide-MHC class I binding affinity with 185,985 pairs from IEDB/IMGT. (1) The peptide sequence is KSPQAPLV. The MHC is Mamu-A01 with pseudo-sequence Mamu-A01. The binding affinity (normalized) is 0.763. (2) The peptide sequence is SLPKTSGHY. The MHC is HLA-B15:01 with pseudo-sequence HLA-B15:01. The binding affinity (normalized) is 0.833. (3) The peptide sequence is YTFEPHYFY. The MHC is HLA-B08:01 with pseudo-sequence HLA-B08:01. The binding affinity (normalized) is 0.0847. (4) The peptide sequence is RSLFNTIAVLY. The MHC is HLA-A11:01 with pseudo-sequence HLA-A11:01. The binding affinity (normalized) is 0.0847. (5) The peptide sequence is IPLTNITYW. The MHC is Mamu-B17 with pseudo-sequence Mamu-B17. The binding affinity (normalized) is 0.454. (6) The peptide sequence is VDRFYKTLRA. The MHC is HLA-A03:01 with pseudo-sequence HLA-A03:01. The binding affinity (normalized) is 0. (7) The peptide sequence is ASEELMDKY. The MHC is HLA-A03:01 with pseudo-sequence HLA-A03:01. The binding affinity (normalized) is 0.0847. (8) The peptide sequence is IIGHIGHHY. The MHC is HLA-A33:01 with pseudo-sequence HLA-A33:01. The binding affinity (normalized) is 0. (9) The peptide sequence is HERPVILSL. The MHC is HLA-B15:01 with pseudo-sequence HLA-B15:01. The binding affinity (normalized) is 0.402. (10) The peptide sequence is HVIQNAFRK. The MHC is HLA-A11:01 with pseudo-sequence HLA-A11:01. The binding affinity (normalized) is 0.898.